This data is from Full USPTO retrosynthesis dataset with 1.9M reactions from patents (1976-2016). The task is: Predict the reactants needed to synthesize the given product. Given the product [CH2:1]([O:3][C:4](=[O:12])[C:5]1[CH:10]=[CH:9][CH:8]=[CH:7][C:6]=1[N:13]1[CH:17]=[CH:16][N:15]=[C:14]1[CH2:18][N:19]([CH3:21])[CH3:20])[CH3:2], predict the reactants needed to synthesize it. The reactants are: [CH2:1]([O:3][C:4](=[O:12])[C:5]1[CH:10]=[CH:9][CH:8]=[CH:7][C:6]=1F)[CH3:2].[NH:13]1[CH:17]=[CH:16][N:15]=[C:14]1[CH2:18][N:19]([CH3:21])[CH3:20].C(=O)([O-])[O-].[Cs+].[Cs+].